This data is from hERG Central: cardiac toxicity at 1µM, 10µM, and general inhibition. The task is: Predict hERG channel inhibition at various concentrations. (1) The drug is CCN(CC)CCCNC(=O)c1cn(CC)c2ccc(S(=O)(=O)N(C)C3CCCCC3)cc2c1=O. Results: hERG_inhib (hERG inhibition (general)): blocker. (2) The drug is Cc1ccc(C(=O)N/C(=C\c2ccc(-c3cccc([N+](=O)[O-])c3)o2)C(=O)NCCCN(C)C)cc1. Results: hERG_inhib (hERG inhibition (general)): blocker. (3) The compound is O=[N+]([O-])c1ccc(C(O)CN2CCN(Cc3ccccc3)CC2)cc1. Results: hERG_inhib (hERG inhibition (general)): blocker.